From a dataset of Full USPTO retrosynthesis dataset with 1.9M reactions from patents (1976-2016). Predict the reactants needed to synthesize the given product. (1) The reactants are: [CH2:1]1[CH2:6][C@H:5]([C:7]([OH:9])=[O:8])[CH2:4][CH2:3][C@H:2]1[CH2:10][NH2:11].[CH3:12][C:13]([CH3:32])([CH3:31])[C:14]([O:16][CH:17]([O:20][C:21](ON1C(=O)CCC1=O)=[O:22])[CH2:18][CH3:19])=[O:15]. Given the product [CH3:31][C:13]([CH3:12])([CH3:32])[C:14]([O:16][CH:17]([O:20][C:21]([NH:11][CH2:10][C@H:2]1[CH2:3][CH2:4][C@H:5]([C:7]([OH:9])=[O:8])[CH2:6][CH2:1]1)=[O:22])[CH2:18][CH3:19])=[O:15], predict the reactants needed to synthesize it. (2) Given the product [NH2:41][C:36]1[CH:37]=[N:38][CH:39]=[CH:40][C:35]=1[C@@H:8]1[O:9][C@H:10]([CH2:23][OH:24])[C@@H:11]([O:12][Si:13]([CH:20]([CH3:21])[CH3:22])([CH:14]([CH3:15])[CH3:16])[CH:17]([CH3:18])[CH3:19])[C@H:6]([O:5][Si:4]([CH:45]([CH3:47])[CH3:46])([CH:1]([CH3:3])[CH3:2])[CH:42]([CH3:44])[CH3:43])[CH2:7]1, predict the reactants needed to synthesize it. The reactants are: [CH:1]([Si:4]([CH:45]([CH3:47])[CH3:46])([CH:42]([CH3:44])[CH3:43])[O:5][C@H:6]1[C@H:11]([O:12][Si:13]([CH:20]([CH3:22])[CH3:21])([CH:17]([CH3:19])[CH3:18])[CH:14]([CH3:16])[CH3:15])[C@@H:10]([CH2:23][O:24][Si](C(C)C)(C(C)C)C(C)C)[O:9][C@H:8]([C:35]2[CH:40]=[CH:39][N:38]=[CH:37][C:36]=2[NH2:41])[CH2:7]1)([CH3:3])[CH3:2].Cl.C([O-])(O)=O.[Na+]. (3) Given the product [Br:30][C:31]1[C:39]2[O:25][C:23]([C:22]3[CH:26]=[CH:27][C:19]([C:17]([NH:16][CH2:15][CH:12]4[CH2:13][CH2:14][N:9]([C:5]5[N:4]=[C:3]([C:2]([F:29])([F:1])[F:28])[CH:8]=[CH:7][N:6]=5)[CH2:10][CH2:11]4)=[O:18])=[CH:20][CH:21]=3)=[N:36][C:35]=2[CH:34]=[C:33]([C:49]#[N:50])[CH:32]=1, predict the reactants needed to synthesize it. The reactants are: [F:1][C:2]([F:29])([F:28])[C:3]1[CH:8]=[CH:7][N:6]=[C:5]([N:9]2[CH2:14][CH2:13][CH:12]([CH2:15][NH:16][C:17]([C:19]3[CH:27]=[CH:26][C:22]([C:23]([OH:25])=O)=[CH:21][CH:20]=3)=[O:18])[CH2:11][CH2:10]2)[N:4]=1.[Br:30][C:31]1[C:39]2OC(C3C=CC(C([O-])=O)=CC=3)=[N:36][C:35]=2[CH:34]=[C:33]([C:49]#[N:50])[CH:32]=1. (4) Given the product [OH2:3].[F:36][C:37]1[C:42]([F:43])=[CH:41][CH:40]=[CH:39][C:38]=1[C:8]1[CH:9]=[C:10]2[C:14](=[CH:15][C:7]=1[O:6][CH3:5])[NH:13][N:12]=[C:11]2[C:16]([NH:18][CH2:19][CH:20]1[CH2:25][CH2:24][N:23]([CH2:26][C:27]([OH:29])=[O:28])[CH2:22][CH2:21]1)=[O:17], predict the reactants needed to synthesize it. The reactants are: O.C(O)=[O:3].[CH3:5][O:6][C:7]1[CH:15]=[C:14]2[C:10]([C:11]([C:16]([NH:18][CH2:19][CH:20]3[CH2:25][CH2:24][N:23]([CH2:26][C:27]([OH:29])=[O:28])[CH2:22][CH2:21]3)=[O:17])=[N:12][NH:13]2)=[CH:9][C:8]=1C1C=NC=CC=1.[F:36][C:37]1[C:42]([F:43])=[CH:41][CH:40]=[CH:39][C:38]=1B(O)O. (5) Given the product [C:1]([C:3]1[CH:8]=[CH:7][C:6]([CH2:9][CH2:10][CH2:11][CH2:12][OH:13])=[C:5]([NH:15][C:16](=[O:29])[CH:17]([C:19]2[C:28]3[C:23](=[CH:24][CH:25]=[CH:26][CH:27]=3)[CH:22]=[CH:21][CH:20]=2)[CH3:18])[CH:4]=1)#[N:2], predict the reactants needed to synthesize it. The reactants are: [C:1]([C:3]1[CH:8]=[CH:7][C:6]([CH2:9][CH2:10][CH2:11][C:12](O)=[O:13])=[C:5]([NH:15][C:16](=[O:29])[CH:17]([C:19]2[C:28]3[C:23](=[CH:24][CH:25]=[CH:26][CH:27]=3)[CH:22]=[CH:21][CH:20]=2)[CH3:18])[CH:4]=1)#[N:2].O. (6) The reactants are: [CH:1]([C:4]1[NH:8][N:7]=[CH:6][CH:5]=1)([CH3:3])[CH3:2].Br[CH2:10][C:11]([O:13][CH2:14][CH3:15])=[O:12]. Given the product [CH2:14]([O:13][C:11](=[O:12])[CH2:10][N:8]1[C:4]([CH:1]([CH3:3])[CH3:2])=[CH:5][CH:6]=[N:7]1)[CH3:15], predict the reactants needed to synthesize it. (7) Given the product [CH2:4]([O:6][C:7]([C:8]1[CH:9]=[C:10]([CH2:11][O:12][C:13]2[CH:18]=[CH:17][CH:16]=[CH:15][CH:14]=2)[NH:3][N:2]=1)=[O:21])[CH3:5], predict the reactants needed to synthesize it. The reactants are: O.[NH2:2][NH2:3].[CH2:4]([O:6][C:7](=[O:21])[C:8](=O)[CH2:9][C:10](=O)[CH2:11][O:12][C:13]1[CH:18]=[CH:17][CH:16]=[CH:15][CH:14]=1)[CH3:5]. (8) The reactants are: [F:1][C:2]1[CH:3]=[C:4]2[C:20](=[O:21])[NH:19][N:18]=[C:7]3[CH2:8][C:9]([CH3:17])([CH3:16])[C:10](=[O:15])[C:11]4[NH:12][C:13]([CH:14]=1)=[C:5]2[C:6]=43.[BH4-].[Na+]. Given the product [F:1][C:2]1[CH:3]=[C:4]2[C:20](=[O:21])[NH:19][N:18]=[C:7]3[CH2:8][C:9]([CH3:17])([CH3:16])[CH:10]([OH:15])[C:11]4[NH:12][C:13]([CH:14]=1)=[C:5]2[C:6]=43, predict the reactants needed to synthesize it.